Dataset: Catalyst prediction with 721,799 reactions and 888 catalyst types from USPTO. Task: Predict which catalyst facilitates the given reaction. (1) Reactant: [CH3:1][C:2]([Si:5]([CH3:26])([CH3:25])[O:6][C@H:7]1[C@H:12]([NH:13][C:14](=[O:17])[CH2:15][OH:16])[CH2:11][CH2:10][N:9]([C:18]([O:20][C:21]([CH3:24])([CH3:23])[CH3:22])=[O:19])[CH2:8]1)([CH3:4])[CH3:3].C1N=CN([C:32](N2C=NC=C2)=[O:33])C=1. Product: [CH3:4][C:2]([Si:5]([CH3:26])([CH3:25])[O:6][C@H:7]1[C@H:12]([N:13]2[C:14](=[O:17])[CH2:15][O:16][C:32]2=[O:33])[CH2:11][CH2:10][N:9]([C:18]([O:20][C:21]([CH3:24])([CH3:23])[CH3:22])=[O:19])[CH2:8]1)([CH3:1])[CH3:3]. The catalyst class is: 3. (2) Product: [CH2:31]([NH:1][CH2:2][CH2:3][N:4]1[C:27](=[O:28])[N:7]2[CH:8]([C:21]3[CH:22]=[CH:23][CH:24]=[CH:25][CH:26]=3)[C:9]3[NH:10][C:11]4[C:16]([C:17]=3[CH2:18][C:6]2([CH3:29])[C:5]1=[O:30])=[CH:15][C:14]([O:19][CH3:20])=[CH:13][CH:12]=4)[CH3:32]. The catalyst class is: 5. Reactant: [NH2:1][CH2:2][CH2:3][N:4]1[C:27](=[O:28])[N:7]2[CH:8]([C:21]3[CH:26]=[CH:25][CH:24]=[CH:23][CH:22]=3)[C:9]3[NH:10][C:11]4[C:16]([C:17]=3[CH2:18][C:6]2([CH3:29])[C:5]1=[O:30])=[CH:15][C:14]([O:19][CH3:20])=[CH:13][CH:12]=4.[CH2:31](N)[CH3:32].N. (3) Reactant: Br[C:2]1[CH:3]=[C:4]([CH:15]=[CH:16][CH:17]=1)[CH2:5][CH2:6][NH:7][C:8](=[O:14])[O:9][C:10]([CH3:13])([CH3:12])[CH3:11].[B:18]1([B:18]2[O:22][C:21]([CH3:24])([CH3:23])[C:20]([CH3:26])([CH3:25])[O:19]2)[O:22][C:21]([CH3:24])([CH3:23])[C:20]([CH3:26])([CH3:25])[O:19]1.C([O-])(=O)C.[K+].O. Product: [CH3:25][C:20]1([CH3:26])[C:21]([CH3:24])([CH3:23])[O:22][B:18]([C:2]2[CH:3]=[C:4]([CH:15]=[CH:16][CH:17]=2)[CH2:5][CH2:6][NH:7][C:8](=[O:14])[O:9][C:10]([CH3:13])([CH3:12])[CH3:11])[O:19]1. The catalyst class is: 75. (4) Reactant: Cl[C:2]1[CH:7]=[C:6]([O:8][CH2:9][C:10]([F:13])([F:12])[F:11])[N:5]=[C:4]([NH:14][C:15]2[CH:27]=[CH:26][C:18]([C:19]([O:21][C:22]([CH3:25])([CH3:24])[CH3:23])=[O:20])=[CH:17][CH:16]=2)[N:3]=1.CCN(C(C)C)C(C)C.[NH2:37][CH2:38][C:39]1[CH:44]=[CH:43][C:42]([OH:45])=[CH:41][CH:40]=1. Product: [OH:45][C:42]1[CH:43]=[CH:44][C:39]([CH2:38][NH:37][C:2]2[CH:7]=[C:6]([O:8][CH2:9][C:10]([F:13])([F:12])[F:11])[N:5]=[C:4]([NH:14][C:15]3[CH:27]=[CH:26][C:18]([C:19]([O:21][C:22]([CH3:25])([CH3:24])[CH3:23])=[O:20])=[CH:17][CH:16]=3)[N:3]=2)=[CH:40][CH:41]=1. The catalyst class is: 1.